Task: Predict the reactants needed to synthesize the given product.. Dataset: Full USPTO retrosynthesis dataset with 1.9M reactions from patents (1976-2016) (1) Given the product [CH2:18]([O:25][C:26]1[C:35]2[C:30](=[CH:31][CH:32]=[C:33]([C:2]3[C:11]4[C:6](=[CH:7][CH:8]=[CH:9][CH:10]=4)[C:5]([Cl:12])=[N:4][CH:3]=3)[CH:34]=2)[N:29]=[CH:28][N:27]=1)[C:19]1[CH:24]=[CH:23][CH:22]=[CH:21][CH:20]=1, predict the reactants needed to synthesize it. The reactants are: Br[C:2]1[C:11]2[C:6](=[CH:7][CH:8]=[CH:9][CH:10]=2)[C:5]([Cl:12])=[N:4][CH:3]=1.[Li]CCCC.[CH2:18]([O:25][C:26]1[C:35]2[C:30](=[CH:31][CH:32]=[C:33](I)[CH:34]=2)[N:29]=[CH:28][N:27]=1)[C:19]1[CH:24]=[CH:23][CH:22]=[CH:21][CH:20]=1. (2) The reactants are: C[O:2][C:3]([C:5]1[CH:10]=[CH:9][C:8]([CH2:11][C:12]2[C:13]([F:27])=[C:14]([C:20]3[CH:25]=[CH:24][CH:23]=[C:22]([Cl:26])[CH:21]=3)[C:15]([O:18][CH3:19])=[CH:16][CH:17]=2)=[CH:7][N:6]=1)=O.[H-].[Al+3].[Li+].[H-].[H-].[H-]. Given the product [Cl:26][C:22]1[CH:21]=[C:20]([C:14]2[C:15]([O:18][CH3:19])=[CH:16][CH:17]=[C:12]([CH2:11][C:8]3[CH:9]=[CH:10][C:5]([CH2:3][OH:2])=[N:6][CH:7]=3)[C:13]=2[F:27])[CH:25]=[CH:24][CH:23]=1, predict the reactants needed to synthesize it. (3) Given the product [NH3:4].[Cl:15][C:16]1[CH:41]=[CH:40][C:19]2[N:20]3[C:24]([CH2:25][N:26]([CH2:14][CH2:13][O:12][CH3:11])[CH2:27][C:18]=2[CH:17]=1)=[N:23][N:22]=[C:21]3[CH:28]1[CH2:33][CH2:32][N:31]([C:34]2[N:35]=[CH:36][CH:37]=[CH:38][N:39]=2)[CH2:30][CH2:29]1, predict the reactants needed to synthesize it. The reactants are: C([N:4](CC)C(C)C)(C)C.Br[CH2:11][O:12][CH2:13][CH3:14].[Cl:15][C:16]1[CH:41]=[CH:40][C:19]2[N:20]3[C:24]([CH2:25][NH:26][CH2:27][C:18]=2[CH:17]=1)=[N:23][N:22]=[C:21]3[CH:28]1[CH2:33][CH2:32][N:31]([C:34]2[N:39]=[CH:38][CH:37]=[CH:36][N:35]=2)[CH2:30][CH2:29]1. (4) Given the product [N:16]1([C:9]([O:11][C:12]([CH3:13])([CH3:14])[CH3:15])=[O:10])[C:24]2[C:19](=[CH:20][CH:21]=[CH:22][CH:23]=2)[CH2:18][CH2:17]1, predict the reactants needed to synthesize it. The reactants are: [C:9](O[C:9]([O:11][C:12]([CH3:15])([CH3:14])[CH3:13])=[O:10])([O:11][C:12]([CH3:15])([CH3:14])[CH3:13])=[O:10].[NH:16]1[C:24]2[C:19](=[CH:20][CH:21]=[CH:22][CH:23]=2)[CH2:18][CH2:17]1. (5) Given the product [CH3:1][N:2]1[C:14]2[C:13](=[O:15])[C:12]3[CH:11]=[C:10]([CH3:16])[CH:9]=[CH:8][C:7]=3[N:6]([CH:17]3[CH2:22][CH2:21][NH:20][CH2:19][CH2:18]3)[C:5]=2[CH:4]=[N:3]1, predict the reactants needed to synthesize it. The reactants are: [CH3:1][N:2]1[C:14]2[C:13](=[O:15])[C:12]3[CH:11]=[C:10]([CH3:16])[CH:9]=[CH:8][C:7]=3[N:6]([CH:17]3[CH2:22][CH2:21][N:20](C(OC(C)(C)C)=O)[CH2:19][CH2:18]3)[C:5]=2[CH:4]=[N:3]1.FC(F)(F)C(O)=O. (6) Given the product [Br:1][C:2]1[CH:3]=[C:4]([CH:9]=[C:10]([O:12][CH2:18][C@H:14]2[CH2:15][CH2:16][CH2:17][O:13]2)[CH:11]=1)[C:5]([O:7][CH3:8])=[O:6], predict the reactants needed to synthesize it. The reactants are: [Br:1][C:2]1[CH:3]=[C:4]([CH:9]=[C:10]([OH:12])[CH:11]=1)[C:5]([O:7][CH3:8])=[O:6].[O:13]1[CH2:17][CH2:16][CH2:15][C@@H:14]1[CH2:18]O. (7) Given the product [C:27]([O:26][C:22](=[O:25])[CH:23]=[CH:24][C:2]1[CH:9]=[CH:8][C:5]([CH:6]=[O:7])=[CH:4][CH:3]=1)([CH3:30])([CH3:29])[CH3:28], predict the reactants needed to synthesize it. The reactants are: Br[C:2]1[CH:9]=[CH:8][C:5]([CH:6]=[O:7])=[CH:4][CH:3]=1.C(N(CC)CC)C.C([O-])(O)=O.[Na+].[C:22]([O:26][C:27]([CH3:30])([CH3:29])[CH3:28])(=[O:25])[CH:23]=[CH2:24]. (8) Given the product [C:1]([O:5][C:6](=[O:17])[NH:7][C:8]1[CH:13]=[C:12]([CH3:14])[C:11]([Cl:15])=[CH:10][C:9]=1[NH:16][C:23](=[O:22])[CH2:24][C:25]([C:27]1[CH:32]=[CH:31][CH:30]=[C:29]([C:33]2[CH:34]=[N:35][C:36]([CH2:39][CH3:40])=[CH:37][CH:38]=2)[CH:28]=1)=[O:26])([CH3:4])([CH3:2])[CH3:3], predict the reactants needed to synthesize it. The reactants are: [C:1]([O:5][C:6](=[O:17])[NH:7][C:8]1[CH:13]=[C:12]([CH3:14])[C:11]([Cl:15])=[CH:10][C:9]=1[NH2:16])([CH3:4])([CH3:3])[CH3:2].C([O:22][C:23](=O)[CH2:24][C:25]([C:27]1[CH:32]=[CH:31][CH:30]=[C:29]([C:33]2[CH:34]=[N:35][C:36]([CH2:39][CH3:40])=[CH:37][CH:38]=2)[CH:28]=1)=[O:26])(C)(C)C. (9) Given the product [Cl:1][C:2]1[CH:18]=[CH:17][CH:16]=[CH:15][C:3]=1[CH:4]1[C:13](=[O:14])[C:12]2[C:7](=[CH:8][CH:9]=[CH:10][CH:11]=2)[O:6][CH2:5]1, predict the reactants needed to synthesize it. The reactants are: [Cl:1][C:2]1[CH:18]=[CH:17][CH:16]=[CH:15][C:3]=1[C:4]1[C:13](=[O:14])[C:12]2[C:7](=[CH:8][CH:9]=[CH:10][CH:11]=2)[O:6][CH:5]=1.C([O-])=O.[NH4+].